Dataset: Forward reaction prediction with 1.9M reactions from USPTO patents (1976-2016). Task: Predict the product of the given reaction. (1) Given the reactants C([C:3]1[C:11]([O:12][CH2:13][CH:14]2[CH2:19][CH2:18][CH2:17][CH2:16][CH2:15]2)=[CH:10][CH:9]=[CH:8][C:4]=1[C:5]([OH:7])=[O:6])C.[OH-].[Na+].Cl, predict the reaction product. The product is: [CH:14]1([CH2:13][O:12][C:11]2[CH:3]=[C:4]([CH:8]=[CH:9][CH:10]=2)[C:5]([OH:7])=[O:6])[CH2:15][CH2:16][CH2:17][CH2:18][CH2:19]1. (2) Given the reactants [F:1][C:2]1[C:7]([C:8]2[CH2:13][CH2:12][N:11]([C:14](=[O:16])[CH3:15])[CH2:10][CH:9]=2)=[CH:6][CH:5]=[CH:4][N:3]=1.CC1C=C2N=C3C(=NC(NC3=O)=O)N(C[C@H](O)[C@H](O)[C@H](O)CO)C2=CC=1C.C(O)(=O)C, predict the reaction product. The product is: [F:1][C:2]1[C:7]([CH:8]2[CH2:9][CH2:10][N:11]([C:14](=[O:16])[CH3:15])[CH2:12][CH2:13]2)=[CH:6][CH:5]=[CH:4][N:3]=1.